The task is: Predict which catalyst facilitates the given reaction.. This data is from Catalyst prediction with 721,799 reactions and 888 catalyst types from USPTO. Reactant: Cl.[C:2]([CH:4]1[CH2:7][NH:6][CH2:5]1)#[N:3].C(N(CC)CC)C.[C:15](O[C:15]([O:17][C:18]([CH3:21])([CH3:20])[CH3:19])=[O:16])([O:17][C:18]([CH3:21])([CH3:20])[CH3:19])=[O:16]. Product: [C:2]([CH:4]1[CH2:7][N:6]([C:15]([O:17][C:18]([CH3:21])([CH3:20])[CH3:19])=[O:16])[CH2:5]1)#[N:3]. The catalyst class is: 646.